Dataset: NCI-60 drug combinations with 297,098 pairs across 59 cell lines. Task: Regression. Given two drug SMILES strings and cell line genomic features, predict the synergy score measuring deviation from expected non-interaction effect. (1) Drug 1: C1=CC(=CC=C1C#N)C(C2=CC=C(C=C2)C#N)N3C=NC=N3. Drug 2: CC1C(C(CC(O1)OC2CC(CC3=C2C(=C4C(=C3O)C(=O)C5=CC=CC=C5C4=O)O)(C(=O)C)O)N)O. Cell line: UACC-257. Synergy scores: CSS=52.1, Synergy_ZIP=-0.145, Synergy_Bliss=1.39, Synergy_Loewe=3.37, Synergy_HSA=4.52. (2) Drug 1: C1C(C(OC1N2C=NC3=C(N=C(N=C32)Cl)N)CO)O. Drug 2: CC1=C(C(=O)C2=C(C1=O)N3CC4C(C3(C2COC(=O)N)OC)N4)N. Cell line: SK-MEL-5. Synergy scores: CSS=63.3, Synergy_ZIP=2.08, Synergy_Bliss=1.14, Synergy_Loewe=2.85, Synergy_HSA=6.81. (3) Drug 1: C1=C(C(=O)NC(=O)N1)N(CCCl)CCCl. Drug 2: C1C(C(OC1N2C=C(C(=O)NC2=O)F)CO)O. Cell line: A549. Synergy scores: CSS=47.2, Synergy_ZIP=-4.48, Synergy_Bliss=-3.92, Synergy_Loewe=-2.32, Synergy_HSA=1.75. (4) Drug 1: C1=CC(=CC=C1CCC2=CNC3=C2C(=O)NC(=N3)N)C(=O)NC(CCC(=O)O)C(=O)O. Drug 2: CN(CCCl)CCCl.Cl. Cell line: HT29. Synergy scores: CSS=46.0, Synergy_ZIP=-1.03, Synergy_Bliss=2.06, Synergy_Loewe=-0.709, Synergy_HSA=3.44. (5) Drug 1: CC1C(C(CC(O1)OC2CC(CC3=C2C(=C4C(=C3O)C(=O)C5=C(C4=O)C(=CC=C5)OC)O)(C(=O)C)O)N)O.Cl. Drug 2: CCN(CC)CCCC(C)NC1=C2C=C(C=CC2=NC3=C1C=CC(=C3)Cl)OC. Cell line: TK-10. Synergy scores: CSS=33.6, Synergy_ZIP=-3.04, Synergy_Bliss=3.86, Synergy_Loewe=-4.61, Synergy_HSA=4.50. (6) Drug 1: C1=CC(=CC=C1CCCC(=O)O)N(CCCl)CCCl. Drug 2: C1C(C(OC1N2C=NC(=NC2=O)N)CO)O. Cell line: OVCAR-5. Synergy scores: CSS=12.3, Synergy_ZIP=-9.09, Synergy_Bliss=-5.97, Synergy_Loewe=-4.40, Synergy_HSA=-2.75. (7) Drug 1: C#CCC(CC1=CN=C2C(=N1)C(=NC(=N2)N)N)C3=CC=C(C=C3)C(=O)NC(CCC(=O)O)C(=O)O. Drug 2: C(CCl)NC(=O)N(CCCl)N=O. Cell line: HCT-15. Synergy scores: CSS=-5.30, Synergy_ZIP=2.22, Synergy_Bliss=-0.483, Synergy_Loewe=-11.2, Synergy_HSA=-11.2.